Dataset: Full USPTO retrosynthesis dataset with 1.9M reactions from patents (1976-2016). Task: Predict the reactants needed to synthesize the given product. (1) Given the product [C:30]([S@@:33](/[N:35]=[C:6](/[C:5]1[CH:27]=[CH:28][C:2]([F:1])=[CH:3][CH:4]=1)\[C:8]1[CH:9]=[N:10][C:11]([N:14]2[CH2:19][CH2:18][N:17]([C:20]([O:22][C:23]([CH3:26])([CH3:25])[CH3:24])=[O:21])[CH2:16][CH2:15]2)=[N:12][CH:13]=1)=[O:34])([CH3:32])([CH3:31])[CH3:29], predict the reactants needed to synthesize it. The reactants are: [F:1][C:2]1[CH:28]=[CH:27][C:5]([C:6]([C:8]2[CH:9]=[N:10][C:11]([N:14]3[CH2:19][CH2:18][N:17]([C:20]([O:22][C:23]([CH3:26])([CH3:25])[CH3:24])=[O:21])[CH2:16][CH2:15]3)=[N:12][CH:13]=2)=O)=[CH:4][CH:3]=1.[CH3:29][C:30]([S@@:33]([NH2:35])=[O:34])([CH3:32])[CH3:31]. (2) Given the product [NH2:22][C:21]1[C:3]2[C:4]([C:12]3[CH:17]=[CH:16][C:15]([CH3:18])=[C:14]([O:19][CH3:20])[CH:13]=3)=[N:5][C:6]([NH:8][CH:9]3[CH2:11][CH2:10]3)=[N:7][C:2]=2[S:23][C:24]=1[C:25]([NH2:27])=[O:26], predict the reactants needed to synthesize it. The reactants are: Cl[C:2]1[N:7]=[C:6]([NH:8][CH:9]2[CH2:11][CH2:10]2)[N:5]=[C:4]([C:12]2[CH:17]=[CH:16][C:15]([CH3:18])=[C:14]([O:19][CH3:20])[CH:13]=2)[C:3]=1[C:21]#[N:22].[SH:23][CH2:24][C:25]([NH2:27])=[O:26].C(=O)([O-])[O-].[Na+].[Na+].[O-]CC.[Na+].